From a dataset of Peptide-MHC class II binding affinity with 134,281 pairs from IEDB. Regression. Given a peptide amino acid sequence and an MHC pseudo amino acid sequence, predict their binding affinity value. This is MHC class II binding data. The peptide sequence is LHGVRDGLVRDANNY. The MHC is HLA-DPA10201-DPB10501 with pseudo-sequence HLA-DPA10201-DPB10501. The binding affinity (normalized) is 0.